Dataset: Forward reaction prediction with 1.9M reactions from USPTO patents (1976-2016). Task: Predict the product of the given reaction. (1) Given the reactants [H-].[Na+].[C:3]1([C:9]2[C:13]([N:14]3[CH2:19][CH2:18][N:17]([C:20]([O:22][C:23]([CH3:26])([CH3:25])[CH3:24])=[O:21])[CH2:16][CH2:15]3)=[CH:12][NH:11][N:10]=2)[CH:8]=[CH:7][CH:6]=[CH:5][CH:4]=1.Cl[CH2:28][C:29]1[CH:34]=[CH:33][CH:32]=[CH:31][N:30]=1, predict the reaction product. The product is: [C:3]1([C:9]2[C:13]([N:14]3[CH2:15][CH2:16][N:17]([C:20]([O:22][C:23]([CH3:26])([CH3:25])[CH3:24])=[O:21])[CH2:18][CH2:19]3)=[CH:12][N:11]([CH2:28][C:29]3[CH:34]=[CH:33][CH:32]=[CH:31][N:30]=3)[N:10]=2)[CH:4]=[CH:5][CH:6]=[CH:7][CH:8]=1. (2) Given the reactants [CH3:1][O:2][NH:3][CH2:4][CH2:5][CH2:6][CH2:7][N:8]1[C:20]2[C:19]3[N:18]=[CH:17][CH:16]=[CH:15][C:14]=3[N:13]=[C:12]([NH2:21])[C:11]=2[N:10]=[C:9]1[CH2:22][O:23][CH2:24][CH3:25].C(N(CC)CC)C.[CH:33]([N:36]=[C:37]=[O:38])([CH3:35])[CH3:34], predict the reaction product. The product is: [NH2:21][C:12]1[C:11]2[N:10]=[C:9]([CH2:22][O:23][CH2:24][CH3:25])[N:8]([CH2:7][CH2:6][CH2:5][CH2:4][N:3]([O:2][CH3:1])[C:37]([NH:36][CH:33]([CH3:35])[CH3:34])=[O:38])[C:20]=2[C:19]2[N:18]=[CH:17][CH:16]=[CH:15][C:14]=2[N:13]=1. (3) Given the reactants [C:1]1([Mg]Cl)[CH:6]=[CH:5][CH:4]=[CH:3][CH:2]=1.[B:9](OC)([O:12]C)[O:10]C, predict the reaction product. The product is: [C:1]1([B:9]([OH:12])[OH:10])[CH:6]=[CH:5][CH:4]=[CH:3][CH:2]=1. (4) Given the reactants [F:1][CH:2]([F:34])[C:3]1[N:24]([S:25]([C:28]2[CH:33]=[CH:32][CH:31]=[CH:30][CH:29]=2)(=[O:27])=[O:26])[C:6]2=[N:7][CH:8]=[CH:9][C:10]([C:11]3[S:12][C:13]([S:16]([N:19]4C=CN=[CH:20]4)(=[O:18])=[O:17])=[CH:14][CH:15]=3)=[C:5]2[CH:4]=1.COS(C(F)(F)F)(=O)=O.[S:44]1(=[O:52])(=[O:51])[CH2:49][CH2:48]C(N)[CH2:46][CH2:45]1, predict the reaction product. The product is: [F:1][CH:2]([F:34])[C:3]1[N:24]([S:25]([C:28]2[CH:29]=[CH:30][CH:31]=[CH:32][CH:33]=2)(=[O:26])=[O:27])[C:6]2=[N:7][CH:8]=[CH:9][C:10]([C:11]3[S:12][C:13]([S:16]([NH:19][CH:20]4[CH2:48][CH2:49][S:44](=[O:52])(=[O:51])[CH2:45][CH2:46]4)(=[O:18])=[O:17])=[CH:14][CH:15]=3)=[C:5]2[CH:4]=1. (5) Given the reactants C(N1C2C(=CC=CC=2)C(O)(CC(=O)C2C=CC=CN=2)C1=O)CCC.[CH3:25][C:26]1[CH:27]=[C:28]2[C:32](=[CH:33][CH:34]=1)[N:31]([CH2:35][CH2:36][CH3:37])[C:30](=[O:38])[C:29]2=[O:39].[CH3:40][O:41][C:42]1[C:47]([C:48](=[O:50])[CH3:49])=[CH:46][CH:45]=[C:44]([O:51][CH3:52])[N:43]=1, predict the reaction product. The product is: [CH3:40][O:41][C:42]1[C:47]([C:48](=[O:50])[CH2:49][C:29]2([OH:39])[C:28]3[C:32](=[CH:33][CH:34]=[C:26]([CH3:25])[CH:27]=3)[N:31]([CH2:35][CH2:36][CH3:37])[C:30]2=[O:38])=[CH:46][CH:45]=[C:44]([O:51][CH3:52])[N:43]=1. (6) Given the reactants [Br:1][C:2]1[CH:15]=[CH:14][C:13]2[S:12][C:11]3[C:6](=[CH:7][C:8]([NH:16][CH3:17])=[CH:9][CH:10]=3)[C:5](=[O:18])[C:4]=2[CH:3]=1.C(N(CC)CC)C.[CH3:26][O:27][C:28]([C:30]1[CH:31]=[CH:32][C:33]2[C:37]([Cl:38])=[C:36]([C:39](Cl)=[O:40])[S:35][C:34]=2[CH:42]=1)=[O:29], predict the reaction product. The product is: [CH3:26][O:27][C:28]([C:30]1[CH:31]=[CH:32][C:33]2[C:37]([Cl:38])=[C:36]([C:39](=[O:40])[N:16]([C:8]3[CH:9]=[CH:10][C:11]4[S:12][C:13]5[C:4](=[CH:3][C:2]([Br:1])=[CH:15][CH:14]=5)[C:5](=[O:18])[C:6]=4[CH:7]=3)[CH3:17])[S:35][C:34]=2[CH:42]=1)=[O:29]. (7) Given the reactants [C:1]([O:5][C:6]([N:8]1[CH2:12][C@@H:11]([CH2:13][N:14]([CH:31]([CH3:33])[CH3:32])[C:15](=[O:30])[C:16]2[CH:21]=[CH:20][C:19]([O:22][CH3:23])=[C:18]([O:24][CH2:25][CH2:26][CH2:27][O:28][CH3:29])[CH:17]=2)[C@H:10]([C:34](C)(C)[O:35][SiH2]C(C)(C)C)[CH2:9]1)=[O:7])([CH3:4])([CH3:3])[CH3:2].O.O.O.[F-].C([N+](CCCC)(CCCC)CCCC)CCC.CC#N.O.CC#N, predict the reaction product. The product is: [C:1]([O:5][C:6]([N:8]1[CH2:12][C@@H:11]([CH2:13][N:14]([CH:31]([CH3:32])[CH3:33])[C:15](=[O:30])[C:16]2[CH:21]=[CH:20][C:19]([O:22][CH3:23])=[C:18]([O:24][CH2:25][CH2:26][CH2:27][O:28][CH3:29])[CH:17]=2)[C@H:10]([CH2:34][OH:35])[CH2:9]1)=[O:7])([CH3:4])([CH3:3])[CH3:2]. (8) Given the reactants [NH2:1][C:2]1[N:7]=[CH:6][N:5]=[C:4]2[N:8]([C@H:34]3[CH2:39][CH2:38][C@@H:37]([N:40]4[CH2:45][CH2:44][N:43]([CH3:46])[CH2:42][CH2:41]4)[CH2:36][CH2:35]3)[N:9]=[C:10]([C:11]3[CH:33]=[CH:32][C:14]([O:15][C:16]4[CH:23]=[CH:22][CH:21]=[C:20]([S:24][C:25]5[CH:30]=[CH:29][C:28]([CH3:31])=[CH:27][CH:26]=5)[C:17]=4[C:18]#[N:19])=[CH:13][CH:12]=3)[C:3]=12.[C:47]([OH:54])(=[O:53])/[CH:48]=[CH:49]\[C:50]([OH:52])=[O:51], predict the reaction product. The product is: [C:47]([OH:54])(=[O:53])/[CH:48]=[CH:49]\[C:50]([OH:52])=[O:51].[C:47]([OH:54])(=[O:53])/[CH:48]=[CH:49]\[C:50]([OH:52])=[O:51].[C:47]([OH:54])(=[O:53])/[CH:48]=[CH:49]\[C:50]([OH:52])=[O:51].[NH2:1][C:2]1[N:7]=[CH:6][N:5]=[C:4]2[N:8]([C@H:34]3[CH2:39][CH2:38][C@@H:37]([N:40]4[CH2:41][CH2:42][N:43]([CH3:46])[CH2:44][CH2:45]4)[CH2:36][CH2:35]3)[N:9]=[C:10]([C:11]3[CH:12]=[CH:13][C:14]([O:15][C:16]4[CH:23]=[CH:22][CH:21]=[C:20]([S:24][C:25]5[CH:26]=[CH:27][C:28]([CH3:31])=[CH:29][CH:30]=5)[C:17]=4[C:18]#[N:19])=[CH:32][CH:33]=3)[C:3]=12. (9) Given the reactants [Cl:1][C:2]1[C:3]([OH:31])=[C:4]([S:9]([N:12]([CH2:21][C:22]2[CH:30]=[CH:29][C:25]([C:26]([OH:28])=O)=[CH:24][CH:23]=2)[CH2:13][C:14]2[CH:19]=[CH:18][C:17]([F:20])=[CH:16][CH:15]=2)(=[O:11])=[O:10])[CH:5]=[C:6]([Cl:8])[CH:7]=1.C(Cl)(=O)C(Cl)=O.Cl.[CH3:39][NH:40][O:41][CH3:42], predict the reaction product. The product is: [Cl:1][C:2]1[C:3]([OH:31])=[C:4]([S:9]([N:12]([CH2:21][C:22]2[CH:30]=[CH:29][C:25]([C:26]([N:40]([O:41][CH3:42])[CH3:39])=[O:28])=[CH:24][CH:23]=2)[CH2:13][C:14]2[CH:19]=[CH:18][C:17]([F:20])=[CH:16][CH:15]=2)(=[O:10])=[O:11])[CH:5]=[C:6]([Cl:8])[CH:7]=1. (10) Given the reactants [N:1]([C:4]([C:22]1[CH:23]=[N:24][CH:25]=[CH:26][CH:27]=1)([CH3:21])[CH2:5][N:6]1[C:14]2[CH:13]=[CH:12][C:11]([CH3:15])=[CH:10][C:9]=2[C:8]2[CH2:16][N:17]([CH3:20])[CH2:18][CH2:19][C:7]1=2)=[N+]=[N-].[Cl-].[NH4+], predict the reaction product. The product is: [CH3:20][N:17]1[CH2:18][CH2:19][C:7]2[N:6]([CH2:5][C:4]([C:22]3[CH:23]=[N:24][CH:25]=[CH:26][CH:27]=3)([NH2:1])[CH3:21])[C:14]3[CH:13]=[CH:12][C:11]([CH3:15])=[CH:10][C:9]=3[C:8]=2[CH2:16]1.